From a dataset of Reaction yield outcomes from USPTO patents with 853,638 reactions. Predict the reaction yield, written as a fraction of the theoretical maximum amount of product (1.0 means a 100% yield; for example, 0.34 means a 34% yield). (1) The reactants are [F:1][C:2]1[CH:8]=[CH:7][C:5]([NH2:6])=[C:4]([N+:9]([O-:11])=[O:10])[CH:3]=1.Cl.[N:13]([O-])=O.[Na+].[OH:17][C:18]1[C:23]([CH2:24][OH:25])=[CH:22][C:21]([O:26][CH3:27])=[CH:20][C:19]=1CO.[OH-].[Na+].C1(O)C=CC=CC=1. The catalyst is O.S(=O)(=O)(O)N.C(O)C. The product is [F:1][C:2]1[CH:8]=[CH:7][C:5]([N:6]=[N:13][C:19]2[CH:20]=[C:21]([O:26][CH3:27])[CH:22]=[C:23]([CH2:24][OH:25])[C:18]=2[OH:17])=[C:4]([N+:9]([O-:11])=[O:10])[CH:3]=1. The yield is 0.680. (2) The reactants are [Li+].[CH3:2]CC[CH2-].[Br:6][C:7]1[CH:12]=[CH:11][C:10](Br)=[CH:9]N=1.CN(C=O)C.[NH4+:19].[Cl-:20].O=S(Cl)Cl. The yield is 0.830. The catalyst is C1(C)C=CC=CC=1.C(Cl)(Cl)Cl.CO. The product is [Br:6][C:7]1[N:19]=[C:9]([CH2:2][Cl:20])[CH:10]=[CH:11][CH:12]=1. (3) The reactants are [OH:1][C:2]1[CH:7]=[CH:6][C:5]([C:8](=[C:23]2[CH2:28][C:27]([CH3:30])([CH3:29])[CH2:26][C:25]([CH3:32])([CH3:31])[CH2:24]2)[C:9]2[CH:14]=[CH:13][C:12]([C:15]#[C:16][CH2:17][CH2:18][C:19]([O:21]C)=[O:20])=[CH:11][CH:10]=2)=[CH:4][CH:3]=1.[OH-].[Na+].Cl. The catalyst is CCO.C1COCC1. The yield is 0.950. The product is [OH:1][C:2]1[CH:7]=[CH:6][C:5]([C:8](=[C:23]2[CH2:28][C:27]([CH3:30])([CH3:29])[CH2:26][C:25]([CH3:32])([CH3:31])[CH2:24]2)[C:9]2[CH:14]=[CH:13][C:12]([C:15]#[C:16][CH2:17][CH2:18][C:19]([OH:21])=[O:20])=[CH:11][CH:10]=2)=[CH:4][CH:3]=1. (4) The reactants are [CH:1]1([C:5]2[C:13]([C:14]3[NH:18][C:17]([O:19][CH3:20])=[N:16][N:15]=3)=[CH:12][C:8]([C:9]([OH:11])=O)=[C:7]([CH3:21])[CH:6]=2)[CH2:4][CH2:3][CH2:2]1.CCN(C(C)C)C(C)C.C1C=CC2N(O)N=NC=2C=1.CCN=C=NCCCN(C)C.Cl.[NH:53]1[CH2:58][CH2:57][CH:56]([C:59]2[CH:66]=[CH:65][C:62]([C:63]#[N:64])=[CH:61][CH:60]=2)[CH2:55][CH2:54]1. The catalyst is CN(C)C=O.C(OCC)(=O)C. The product is [CH:1]1([C:5]2[C:13]([C:14]3[NH:18][C:17]([O:19][CH3:20])=[N:16][N:15]=3)=[CH:12][C:8]([C:9]([N:53]3[CH2:58][CH2:57][CH:56]([C:59]4[CH:66]=[CH:65][C:62]([C:63]#[N:64])=[CH:61][CH:60]=4)[CH2:55][CH2:54]3)=[O:11])=[C:7]([CH3:21])[CH:6]=2)[CH2:2][CH2:3][CH2:4]1. The yield is 0.220. (5) The reactants are [CH:1]1([NH:6][CH2:7][C:8]([OH:16])([CH2:14][CH3:15])[C:9]([O:11][CH2:12][CH3:13])=[O:10])[CH2:5][CH2:4][CH2:3][CH2:2]1.[CH2:17](Br)[C:18]1[CH:23]=[CH:22][CH:21]=[CH:20][CH:19]=1.C([O-])([O-])=O.[K+].[K+].CCOC(C)=O. The catalyst is C(#N)C. The product is [CH2:17]([N:6]([CH2:7][C:8]([OH:16])([CH2:14][CH3:15])[C:9]([O:11][CH2:12][CH3:13])=[O:10])[CH:1]1[CH2:2][CH2:3][CH2:4][CH2:5]1)[C:18]1[CH:23]=[CH:22][CH:21]=[CH:20][CH:19]=1. The yield is 0.770. (6) The reactants are [CH2:1]1[C:5]2([CH2:10][CH2:9][O:8][CH2:7][CH2:6]2)[CH2:4][CH:3]([C:11]([O:13][CH2:14][CH3:15])=[O:12])[NH:2]1.C(N(CC)CC)C.[CH2:23]([O:30][C:31](Cl)=[O:32])[C:24]1[CH:29]=[CH:28][CH:27]=[CH:26][CH:25]=1. The catalyst is ClCCl. The product is [CH2:1]1[C:5]2([CH2:10][CH2:9][O:8][CH2:7][CH2:6]2)[CH2:4][C@@H:3]([C:11]([O:13][CH2:14][CH3:15])=[O:12])[N:2]1[C:31]([O:30][CH2:23][C:24]1[CH:29]=[CH:28][CH:27]=[CH:26][CH:25]=1)=[O:32]. The yield is 0.290.